This data is from Forward reaction prediction with 1.9M reactions from USPTO patents (1976-2016). The task is: Predict the product of the given reaction. Given the reactants [F:1][C:2]1[CH:7]=[CH:6][C:5]([C:8](=[N:20]O)[CH2:9][C:10]2[CH:15]=[CH:14][C:13]([C:16]([F:19])([F:18])[F:17])=[CH:12][N:11]=2)=[CH:4][CH:3]=1.CS(Cl)(=O)=O.C(N(CC)CC)C, predict the reaction product. The product is: [F:1][C:2]1[CH:7]=[CH:6][C:5]([C:8]2[CH:9]=[C:10]3[CH:15]=[CH:14][C:13]([C:16]([F:19])([F:18])[F:17])=[CH:12][N:11]3[N:20]=2)=[CH:4][CH:3]=1.